From a dataset of Reaction yield outcomes from USPTO patents with 853,638 reactions. Predict the reaction yield, written as a fraction of the theoretical maximum amount of product (1.0 means a 100% yield; for example, 0.34 means a 34% yield). (1) The reactants are [CH3:1][N:2]1[C:10]2[C:5](=[C:6]([CH3:11])[CH:7]=[CH:8][CH:9]=2)[C:4]([CH2:12][NH:13][CH3:14])=[CH:3]1.[NH2:15][C:16]1[N:21]=[CH:20][C:19](/[CH:22]=[CH:23]/[C:24]([OH:26])=O)=[CH:18][CH:17]=1.C1C=CC2N(O)N=NC=2C=1.O.C(Cl)CCl. The catalyst is CN(C=O)C.CCN(CC)CC. The product is [NH2:15][C:16]1[N:21]=[CH:20][C:19](/[CH:22]=[CH:23]/[C:24]([N:13]([CH2:12][C:4]2[C:5]3[C:10](=[CH:9][CH:8]=[CH:7][C:6]=3[CH3:11])[N:2]([CH3:1])[CH:3]=2)[CH3:14])=[O:26])=[CH:18][CH:17]=1. The yield is 0.360. (2) The reactants are [Br:1][C:2]1[CH:10]=[C:6]([C:7]([OH:9])=O)[C:5]([OH:11])=[CH:4][CH:3]=1.[NH2:12][C:13]1[O:14][C:15]([C:23]2[O:24][CH:25]=[CH:26][CH:27]=2)=[C:16]([C:18]2[O:19][CH:20]=[CH:21][CH:22]=2)[N:17]=1. No catalyst specified. The product is [Br:1][C:2]1[CH:3]=[CH:4][C:5]([OH:11])=[C:6]([CH:10]=1)[C:7]([NH:12][C:13]1[O:14][C:15]([C:23]2[O:24][CH:25]=[CH:26][CH:27]=2)=[C:16]([C:18]2[O:19][CH:20]=[CH:21][CH:22]=2)[N:17]=1)=[O:9]. The yield is 0.129.